This data is from Full USPTO retrosynthesis dataset with 1.9M reactions from patents (1976-2016). The task is: Predict the reactants needed to synthesize the given product. (1) Given the product [O:1]1[CH2:5][CH:4]([NH:6][C:7]2[CH:8]=[CH:9][C:10]([C:27]3[C:35]4[C:30](=[N:31][CH:32]=[N:33][C:34]=4[NH2:36])[N:29]([C@H:37]4[CH2:38][CH2:39][C@@H:40]([N:43]5[CH2:44][CH2:45][N:46]([CH3:49])[CH2:47][CH2:48]5)[CH2:41][CH2:42]4)[N:28]=3)=[CH:11][CH:12]=2)[C:3]2[CH:22]=[CH:23][CH:24]=[CH:25][C:2]1=2, predict the reactants needed to synthesize it. The reactants are: [O:1]1[CH2:5][CH:4]([NH:6][C:7]2[CH:12]=[CH:11][C:10](B3OC(C)(C)C(C)(C)O3)=[CH:9][CH:8]=2)[C:3]2[CH:22]=[CH:23][CH:24]=[CH:25][C:2]1=2.I[C:27]1[C:35]2[C:30](=[N:31][CH:32]=[N:33][C:34]=2[NH2:36])[N:29]([C@H:37]2[CH2:42][CH2:41][C@@H:40]([N:43]3[CH2:48][CH2:47][N:46]([CH3:49])[CH2:45][CH2:44]3)[CH2:39][CH2:38]2)[N:28]=1.O.C(=O)([O-])[O-].[Na+].[Na+]. (2) Given the product [Si:1]([O:8][CH2:9][C@H:10]([CH3:28])[O:11][C:12]1[CH:26]=[C:25]([CH:24]=[C:14]([C:15]([NH:17][C:18]2[CH:22]=[CH:21][N:20]([CH3:23])[N:19]=2)=[O:16])[CH:13]=1)[O:27][C:37]1[CH:38]=[CH:39][C:34]([C:32]([O:31][CH2:29][CH3:30])=[O:33])=[CH:35][CH:36]=1)([C:4]([CH3:7])([CH3:5])[CH3:6])([CH3:3])[CH3:2], predict the reactants needed to synthesize it. The reactants are: [Si:1]([O:8][CH2:9][C@H:10]([CH3:28])[O:11][C:12]1[CH:13]=[C:14]([CH:24]=[C:25]([OH:27])[CH:26]=1)[C:15]([NH:17][C:18]1[CH:22]=[CH:21][N:20]([CH3:23])[N:19]=1)=[O:16])([C:4]([CH3:7])([CH3:6])[CH3:5])([CH3:3])[CH3:2].[CH2:29]([O:31][C:32]([C:34]1[CH:39]=[CH:38][C:37](B(O)O)=[CH:36][CH:35]=1)=[O:33])[CH3:30].C(N(CC)CC)C. (3) Given the product [CH3:8][C:7]1[CH:6]=[CH:5][C:4]([NH:9][C:10](=[O:16])[O:11][C:12]([CH3:13])([CH3:15])[CH3:14])=[CH:3][C:2]=1[O:1][C:18]1[CH:23]=[N:22][C:21]([N+:24]([O-:26])=[O:25])=[CH:20][CH:19]=1, predict the reactants needed to synthesize it. The reactants are: [OH:1][C:2]1[CH:3]=[C:4]([NH:9][C:10](=[O:16])[O:11][C:12]([CH3:15])([CH3:14])[CH3:13])[CH:5]=[CH:6][C:7]=1[CH3:8].Br[C:18]1[CH:19]=[CH:20][C:21]([N+:24]([O-:26])=[O:25])=[N:22][CH:23]=1.C(=O)([O-])[O-].[Cs+].[Cs+].CN(C)C=O. (4) Given the product [F:35][C:30]1[CH:29]=[C:28]([CH:33]=[C:32]([F:34])[CH:31]=1)[CH2:27][C@@H:26]1[NH:36][C:37](=[O:48])[C@@H:38]([N:42]2[CH2:46][CH2:45][CH2:44][C:43]2=[O:47])[CH2:39][CH:40]=[CH:41][CH2:8][O:11][C@@H:12]2[CH2:13][C@@H:14]([C:15]3[CH:16]=[C:17]([O:21][CH3:22])[CH:18]=[CH:19][C:20]=32)[NH:23][CH2:24][C@H:25]1[OH:49], predict the reactants needed to synthesize it. The reactants are: C(O)(C(F)(F)F)=O.[CH2:8]([O:11][C@H:12]1[C:20]2[C:15](=[CH:16][C:17]([O:21][CH3:22])=[CH:18][CH:19]=2)[C@@H:14]([NH:23][CH2:24][C@@H:25]([OH:49])[C@@H:26]([NH:36][C:37](=[O:48])[C@@H:38]([N:42]2[CH2:46][CH2:45][CH2:44][C:43]2=[O:47])[CH2:39][CH:40]=[CH2:41])[CH2:27][C:28]2[CH:33]=[C:32]([F:34])[CH:31]=[C:30]([F:35])[CH:29]=2)[CH2:13]1)C=C. (5) The reactants are: [Cl:1][C:2]1[CH:3]=[N:4][C:5]([N:8]2[CH2:13][CH2:12][CH:11]([C@H:14]3[CH2:16][C@H:15]3[CH2:17][CH2:18][NH2:19])[CH2:10][CH2:9]2)=[N:6][CH:7]=1.F[C:21]1[CH:26]=[CH:25][C:24]([N:27]2[CH:31]=[N:30][N:29]=[N:28]2)=[CH:23][N:22]=1.C(=O)([O-])[O-].[K+].[K+].O. Given the product [Cl:1][C:2]1[CH:3]=[N:4][C:5]([N:8]2[CH2:13][CH2:12][CH:11]([C@H:14]3[CH2:16][C@H:15]3[CH2:17][CH2:18][NH:19][C:21]3[CH:26]=[CH:25][C:24]([N:27]4[CH:31]=[N:30][N:29]=[N:28]4)=[CH:23][N:22]=3)[CH2:10][CH2:9]2)=[N:6][CH:7]=1, predict the reactants needed to synthesize it. (6) Given the product [CH3:1][C@H:2]1[O:7][C@@H:6]([CH3:8])[CH2:5][N:4]([CH2:9][C:10]([NH:15][NH2:16])=[O:12])[CH2:3]1, predict the reactants needed to synthesize it. The reactants are: [CH3:1][C@H:2]1[O:7][C@@H:6]([CH3:8])[CH2:5][N:4]([CH2:9][C:10]([O:12]C)=O)[CH2:3]1.O.[NH2:15][NH2:16]. (7) Given the product [OH:9][CH2:8][C:7]1[CH:11]=[C:3]([CH:4]=[CH:5][C:6]=1[CH:12]1[C:17]2[C:18](=[O:21])[CH2:19][CH2:20][C:16]=2[N:15]([C:22]2[CH:27]=[CH:26][CH:25]=[C:24]([C:28]([F:31])([F:29])[F:30])[CH:23]=2)[C:14](=[O:32])[N:13]1[CH3:33])[C:1]#[N:2], predict the reactants needed to synthesize it. The reactants are: [C:1]([C:3]1[CH:4]=[CH:5][C:6]([CH:12]2[C:17]3[C:18](=[O:21])[CH2:19][CH2:20][C:16]=3[N:15]([C:22]3[CH:27]=[CH:26][CH:25]=[C:24]([C:28]([F:31])([F:30])[F:29])[CH:23]=3)[C:14](=[O:32])[N:13]2[CH3:33])=[C:7]([CH:11]=1)[C:8](O)=[O:9])#[N:2].C(N1C=CN=C1)(N1C=CN=C1)=O.[BH4-].[Na+].Cl.